From a dataset of Catalyst prediction with 721,799 reactions and 888 catalyst types from USPTO. Predict which catalyst facilitates the given reaction. Reactant: [Cl:1][C:2]1[CH:3]=[CH:4][C:5]([NH:12][C:13]2[CH:14]=[C:15]3[C:19](=[CH:20][CH:21]=2)[N:18]([C:22]2[CH:27]=[CH:26][N:25]=[C:24](S(C)=O)[N:23]=2)[CH:17]=[CH:16]3)=[C:6]([CH:11]=1)[C:7]([O:9][CH3:10])=[O:8].C(N(CC)CC)C.[NH:38]1[CH2:43][CH2:42][O:41][CH2:40][CH2:39]1. The catalyst class is: 7. Product: [Cl:1][C:2]1[CH:3]=[CH:4][C:5]([NH:12][C:13]2[CH:14]=[C:15]3[C:19](=[CH:20][CH:21]=2)[N:18]([C:22]2[CH:27]=[CH:26][N:25]=[C:24]([N:38]4[CH2:43][CH2:42][O:41][CH2:40][CH2:39]4)[N:23]=2)[CH:17]=[CH:16]3)=[C:6]([CH:11]=1)[C:7]([O:9][CH3:10])=[O:8].